Dataset: Experimentally validated miRNA-target interactions with 360,000+ pairs, plus equal number of negative samples. Task: Binary Classification. Given a miRNA mature sequence and a target amino acid sequence, predict their likelihood of interaction. (1) The miRNA is rno-miR-324-5p with sequence CGCAUCCCCUAGGGCAUUGGUGU. The protein sequence of the target gene is MTVQRLVAAAVLVALVSLILNNVAAFTSNWVCQTLEDGRRRSVGLWRSCWLVDRTRGGPSPGARAGQVDAHDCEALGWGSEAAGFQESRGTVKLQFDMMRACNLVATAALTAGQLTFLLGLVGLPLLSPDAPCWEEAMAAAFQLASFVLVIGLVTFYRIGPYTNLSWSCYLNIGACLLATLAAAMLIWNILHKREDCMAPRVIVISRSLTARFRRGLDNDYVESPC. Result: 0 (no interaction). (2) The miRNA is mmu-miR-669o-5p with sequence UAGUUGUGUGUGCAUGUUUAUGU. The protein sequence of the target gene is MGQTAGDLGWRLSLLLLPLLLVQAGVWGFPRPPGRPQLSLQELRREFTVSLHLARKLLSEVRGQAHRFAESHLPGVNLYLLPLGEQLPDVSLTFQAWRRLSDPERLCFISTTLQPFHALLGGLGTQGRWTNMERMQLWAMRLDLRDLQRHLRFQVLAAGFNLPEEEEEEEEEEEEERKGLLPGALGSALQGPAQVSWPQLLSTYRLLHSLELVLSRAVRELLLLSKAGHSVWPLGFPTLSPQP. Result: 0 (no interaction).